This data is from Full USPTO retrosynthesis dataset with 1.9M reactions from patents (1976-2016). The task is: Predict the reactants needed to synthesize the given product. (1) Given the product [C:1]([O:5][C:6]([N:8]1[CH2:13][C@H:12]([CH2:14][N:39]2[CH2:40][CH2:41][O:42][CH2:43][C@H:38]2[CH3:37])[N:11]([CH2:16][C:17]([N:19]2[C:27]3[C:22](=[N:23][CH:24]=[C:25]([C:28]([F:33])([F:32])[CH2:29][CH2:30][CH3:31])[CH:26]=3)[C:21]([CH3:35])([CH3:34])[CH2:20]2)=[O:18])[CH2:10][C@H:9]1[CH3:36])=[O:7])([CH3:4])([CH3:3])[CH3:2], predict the reactants needed to synthesize it. The reactants are: [C:1]([O:5][C:6]([N:8]1[CH2:13][C@H:12]([CH2:14]Cl)[N:11]([CH2:16][C:17]([N:19]2[C:27]3[C:22](=[N:23][CH:24]=[C:25]([C:28]([F:33])([F:32])[CH2:29][CH2:30][CH3:31])[CH:26]=3)[C:21]([CH3:35])([CH3:34])[CH2:20]2)=[O:18])[CH2:10][C@H:9]1[CH3:36])=[O:7])([CH3:4])([CH3:3])[CH3:2].[CH3:37][C@@H:38]1[CH2:43][O:42][CH2:41][CH2:40][NH:39]1. (2) Given the product [CH2:10]([N:1]1[CH2:5][CH2:4][NH:3][C:2]1=[O:6])[C:11]1[CH:16]=[CH:15][CH:14]=[CH:13][CH:12]=1, predict the reactants needed to synthesize it. The reactants are: [NH:1]1[CH2:5][CH2:4][NH:3][C:2]1=[O:6].[H-].[Na+].Br[CH2:10][C:11]1[CH:16]=[CH:15][CH:14]=[CH:13][CH:12]=1.O.